From a dataset of TCR-epitope binding with 47,182 pairs between 192 epitopes and 23,139 TCRs. Binary Classification. Given a T-cell receptor sequence (or CDR3 region) and an epitope sequence, predict whether binding occurs between them. (1) The epitope is SSNVANYQK. The TCR CDR3 sequence is CASSFRLAGDYTGETQYF. Result: 0 (the TCR does not bind to the epitope). (2) The epitope is VTEHDTLLY. The TCR CDR3 sequence is CSANSVSYNEQFF. Result: 1 (the TCR binds to the epitope). (3) The epitope is YVFCTVNAL. The TCR CDR3 sequence is CASSPGWGQFF. Result: 1 (the TCR binds to the epitope). (4) The epitope is VLAWLYAAV. The TCR CDR3 sequence is CASSVIGTGLDEQFF. Result: 1 (the TCR binds to the epitope). (5) The epitope is LPPAYTNSF. The TCR CDR3 sequence is CASSFRGRESYEQYF. Result: 0 (the TCR does not bind to the epitope). (6) The epitope is AVFDRKSDAK. The TCR CDR3 sequence is CASSLTESGANVLTF. Result: 1 (the TCR binds to the epitope).